This data is from NCI-60 drug combinations with 297,098 pairs across 59 cell lines. The task is: Regression. Given two drug SMILES strings and cell line genomic features, predict the synergy score measuring deviation from expected non-interaction effect. (1) Drug 1: CC(C)(C#N)C1=CC(=CC(=C1)CN2C=NC=N2)C(C)(C)C#N. Drug 2: C1=CC=C(C=C1)NC(=O)CCCCCCC(=O)NO. Cell line: MDA-MB-231. Synergy scores: CSS=-1.13, Synergy_ZIP=-1.21, Synergy_Bliss=0.351, Synergy_Loewe=-19.2, Synergy_HSA=-15.5. (2) Drug 1: C1=CN(C(=O)N=C1N)C2C(C(C(O2)CO)O)O.Cl. Drug 2: CS(=O)(=O)CCNCC1=CC=C(O1)C2=CC3=C(C=C2)N=CN=C3NC4=CC(=C(C=C4)OCC5=CC(=CC=C5)F)Cl. Cell line: SF-295. Synergy scores: CSS=7.40, Synergy_ZIP=-2.71, Synergy_Bliss=-5.75, Synergy_Loewe=-20.3, Synergy_HSA=-6.55.